Predict the reactants needed to synthesize the given product. From a dataset of Full USPTO retrosynthesis dataset with 1.9M reactions from patents (1976-2016). (1) Given the product [O:48]=[C:47]([N:4]1[CH2:5][CH2:6][N:1]([C:7]2[CH:8]=[CH:9][C:10]([NH:13][C:14]([C:16]3[CH2:21][CH2:20][CH2:19][CH2:18][C:17]=3[C:22]3[CH:23]=[CH:24][C:25]([C:28]([F:29])([F:31])[F:30])=[CH:26][CH:27]=3)=[O:15])=[CH:11][CH:12]=2)[CH2:2][CH2:3]1)[CH2:46][C:44]1[N:45]=[C:40]([NH:39][C:37](=[O:38])[O:36][C:32]([CH3:34])([CH3:33])[CH3:35])[CH:41]=[CH:42][CH:43]=1, predict the reactants needed to synthesize it. The reactants are: [N:1]1([C:7]2[CH:12]=[CH:11][C:10]([NH:13][C:14]([C:16]3[CH2:21][CH2:20][CH2:19][CH2:18][C:17]=3[C:22]3[CH:27]=[CH:26][C:25]([C:28]([F:31])([F:30])[F:29])=[CH:24][CH:23]=3)=[O:15])=[CH:9][CH:8]=2)[CH2:6][CH2:5][NH:4][CH2:3][CH2:2]1.[C:32]([O:36][C:37]([NH:39][C:40]1[N:45]=[C:44]([CH2:46][C:47](O)=[O:48])[CH:43]=[CH:42][CH:41]=1)=[O:38])([CH3:35])([CH3:34])[CH3:33].ON1C2C=CC=CC=2N=N1.Cl.CN(C)CCCN=C=NCC. (2) Given the product [C:1]([O:5][C:6]([CH:7]1[CH:24]([C:20]2[CH:21]=[CH:22][CH:23]=[C:18]([Cl:17])[C:19]=2[F:35])[C:25]([C:28]2[CH:29]=[CH:30][C:31]([Cl:34])=[CH:32][CH:33]=2)([C:26]#[N:27])[CH:9]([CH2:10][CH:11]2[CH2:12][CH2:13][CH2:14][CH2:15]2)[NH:8]1)=[O:16])([CH3:4])([CH3:2])[CH3:3], predict the reactants needed to synthesize it. The reactants are: [C:1]([O:5][C:6](=[O:16])[CH2:7]/[N:8]=[CH:9]/[CH2:10][CH:11]1[CH2:15][CH2:14][CH2:13][CH2:12]1)([CH3:4])([CH3:3])[CH3:2].[Cl:17][C:18]1[C:19]([F:35])=[C:20](/[CH:24]=[C:25](/[C:28]2[CH:33]=[CH:32][C:31]([Cl:34])=[CH:30][CH:29]=2)\[C:26]#[N:27])[CH:21]=[CH:22][CH:23]=1.C(N(CC)CC)C.